The task is: Predict which catalyst facilitates the given reaction.. This data is from Catalyst prediction with 721,799 reactions and 888 catalyst types from USPTO. Reactant: C[Si](OS(C(F)(F)F)(=O)=O)(C)C.[CH2:13]([O:17][C:18]([C@@H:20]1[CH2:25][CH2:24][CH2:23][N:22]([C:26](=[O:64])[C@@H:27]([NH:43][C:44](=[O:63])[C@@H:45]([NH:55][C:56](OC(C)(C)C)=[O:57])[CH2:46][C:47]2[CH:52]=[CH:51][C:50]([O:53][CH3:54])=[CH:49][CH:48]=2)[CH2:28][C:29]2[CH:34]=[CH:33][CH:32]=[C:31]([O:35][Si:36]([C:39]([CH3:42])([CH3:41])[CH3:40])([CH3:38])[CH3:37])[CH:30]=2)[NH:21]1)=[O:19])[CH2:14][CH:15]=[CH2:16].C(N(CC)C(C)C)(C)C.ON1C2C=CC=CC=2N=N1.CCN=C=NCCCN(C)C.Cl.[CH3:96][O:97][C@H:98]([C@@H:104]([CH3:112])[C@@H:105]([O:110][CH3:111])/[CH:106]=[CH:107]/[CH:108]=[CH2:109])[C@@H:99](C)[C:100](O)=O. Product: [CH2:13]([O:17][C:18]([C@@H:20]1[CH2:25][CH2:24][CH2:23][N:22]([C:26](=[O:64])[C@@H:27]([NH:43][C:44](=[O:63])[C@@H:45]([NH:55][C:56](=[O:57])[C@H:99]([CH3:100])[C@H:98]([O:97][CH3:96])[C@@H:104]([CH3:112])[C@@H:105]([O:110][CH3:111])/[CH:106]=[CH:107]\[CH:108]=[CH2:109])[CH2:46][C:47]2[CH:52]=[CH:51][C:50]([O:53][CH3:54])=[CH:49][CH:48]=2)[CH2:28][C:29]2[CH:34]=[CH:33][CH:32]=[C:31]([O:35][Si:36]([C:39]([CH3:42])([CH3:41])[CH3:40])([CH3:38])[CH3:37])[CH:30]=2)[NH:21]1)=[O:19])[CH2:14][CH:15]=[CH2:16]. The catalyst class is: 545.